This data is from Reaction yield outcomes from USPTO patents with 853,638 reactions. The task is: Predict the reaction yield, written as a fraction of the theoretical maximum amount of product (1.0 means a 100% yield; for example, 0.34 means a 34% yield). The reactants are [N+]([O-])(O)=O.[NH2:5][C:6]([NH:8][C:9]1[CH:18]=[CH:17][C:12]([C:13]([O:15]C)=[O:14])=[C:11]([O:19][CH3:20])[CH:10]=1)=[NH:7].[ClH:21]. The catalyst is O. The product is [ClH:21].[NH2:7][C:6]([NH:8][C:9]1[CH:18]=[CH:17][C:12]([C:13]([OH:15])=[O:14])=[C:11]([O:19][CH3:20])[CH:10]=1)=[NH:5]. The yield is 0.930.